From a dataset of Catalyst prediction with 721,799 reactions and 888 catalyst types from USPTO. Predict which catalyst facilitates the given reaction. (1) Reactant: FC(F)(F)C([N:5]1[CH2:11][CH:10]([CH:12]([CH3:14])[CH3:13])[C:9]2[CH:15]=[C:16]([Br:23])[C:17]([O:19][CH2:20][CH:21]=[CH2:22])=[CH:18][C:8]=2[CH2:7][CH2:6]1)=O.[OH-].[Na+]. Product: [CH2:20]([O:19][C:17]1[C:16]([Br:23])=[CH:15][C:9]2[CH:10]([CH:12]([CH3:13])[CH3:14])[CH2:11][NH:5][CH2:6][CH2:7][C:8]=2[CH:18]=1)[CH:21]=[CH2:22]. The catalyst class is: 430. (2) Reactant: [C:1]([C:4]1[C:5]([NH:13][C:14]([C:16]2[C:25]3[C:20](=[CH:21][CH:22]=[CH:23][CH:24]=3)[CH:19]=[CH:18][CH:17]=2)=O)=[CH:6][C:7]2[O:11][CH2:10][O:9][C:8]=2[CH:12]=1)(=[O:3])[CH3:2].[OH-].[Na+]. Product: [C:16]1([C:14]2[CH2:2][C:1](=[O:3])[C:4]3[C:5](=[CH:6][C:7]4[O:11][CH2:10][O:9][C:8]=4[CH:12]=3)[N:13]=2)[C:25]2[C:20](=[CH:21][CH:22]=[CH:23][CH:24]=2)[CH:19]=[CH:18][CH:17]=1. The catalyst class is: 12. (3) Reactant: [CH3:1][O:2][Si:3]([CH2:8][CH2:9][C:10]1[CH:15]=[CH:14][CH:13]=[CH:12][N:11]=1)([O:6][CH3:7])[O:4][CH3:5].[C:16]([OH:23])(=[O:22])/[CH:17]=[CH:18]\[C:19]([OH:21])=[O:20]. Product: [C:16]([O-:23])(=[O:22])/[CH:17]=[CH:18]\[C:19]([O-:21])=[O:20].[CH3:1][O:2][Si:3]([CH2:8][CH2:9][C:10]1[CH:15]=[CH:14][CH:13]=[CH:12][NH+:11]=1)([O:6][CH3:7])[O:4][CH3:5].[CH3:1][O:2][Si:3]([CH2:8][CH2:9][C:10]1[CH:15]=[CH:14][CH:13]=[CH:12][NH+:11]=1)([O:6][CH3:7])[O:4][CH3:5]. The catalyst class is: 5. (4) The catalyst class is: 3. Reactant: [C:1]([C:5]1[CH:10]=[CH:9][C:8]([C:11]2[C:19]3[C:14](=[CH:15][CH:16]=[CH:17][CH:18]=3)[NH:13][C:12]=2[C:20]([O:22][CH2:23][CH3:24])=[O:21])=[CH:7][CH:6]=1)([CH3:4])([CH3:3])[CH3:2].[Br:25][C:26]1[CH:27]=[C:28]([CH:31]=[CH:32][CH:33]=1)[CH2:29]Br.C([O-])([O-])=O.[K+].[K+]. Product: [Br:25][C:26]1[CH:27]=[C:28]([CH:31]=[CH:32][CH:33]=1)[CH2:29][N:13]1[C:14]2[C:19](=[CH:18][CH:17]=[CH:16][CH:15]=2)[C:11]([C:8]2[CH:7]=[CH:6][C:5]([C:1]([CH3:4])([CH3:2])[CH3:3])=[CH:10][CH:9]=2)=[C:12]1[C:20]([O:22][CH2:23][CH3:24])=[O:21]. (5) Reactant: [Br:1][C:2]1[CH:8]=[CH:7][C:5]([NH2:6])=[CH:4][C:3]=1[Cl:9].N1C=CC=CC=1.[Cl:16][CH2:17][CH2:18][C:19](Cl)=[O:20]. Product: [Br:1][C:2]1[CH:8]=[CH:7][C:5]([NH:6][C:19](=[O:20])[CH2:18][CH2:17][Cl:16])=[CH:4][C:3]=1[Cl:9]. The catalyst class is: 26.